From a dataset of Forward reaction prediction with 1.9M reactions from USPTO patents (1976-2016). Predict the product of the given reaction. (1) Given the reactants I(O)(=O)(=O)=[O:2].[F:6][CH:7]([F:31])[C:8]1[CH:30]=[CH:29][C:11]([O:12][C:13]2[C:18]3[CH:19]=[C:20]([CH:22]=[O:23])[O:21][C:17]=3[CH:16]=[C:15]([C:24]([O:26][CH2:27][CH3:28])=[O:25])[CH:14]=2)=[CH:10][CH:9]=1, predict the reaction product. The product is: [F:31][CH:7]([F:6])[C:8]1[CH:30]=[CH:29][C:11]([O:12][C:13]2[C:18]3[CH:19]=[C:20]([C:22]([OH:2])=[O:23])[O:21][C:17]=3[CH:16]=[C:15]([C:24]([O:26][CH2:27][CH3:28])=[O:25])[CH:14]=2)=[CH:10][CH:9]=1. (2) Given the reactants [CH:1]1([C:4]2(O)[CH2:7][CH:6]([C:8]3[O:12][N:11]=[C:10]([C:13]4[CH:14]=[CH:15][C:16]([CH3:31])=[C:17]([NH:19][C:20]([C:22]5[N:26]6[CH:27]=[CH:28][CH:29]=[CH:30][C:25]6=[N:24][CH:23]=5)=[O:21])[CH:18]=4)[N:9]=3)[CH2:5]2)[CH2:3][CH2:2]1.FC(F)(F)C(O)=[O:36], predict the reaction product. The product is: [OH:36][CH2:2][CH2:3][CH:1]=[C:4]1[CH2:5][CH:6]([C:8]2[O:12][N:11]=[C:10]([C:13]3[CH:14]=[CH:15][C:16]([CH3:31])=[C:17]([NH:19][C:20]([C:22]4[N:26]5[CH:27]=[CH:28][CH:29]=[CH:30][C:25]5=[N:24][CH:23]=4)=[O:21])[CH:18]=3)[N:9]=2)[CH2:7]1.